Dataset: Full USPTO retrosynthesis dataset with 1.9M reactions from patents (1976-2016). Task: Predict the reactants needed to synthesize the given product. (1) Given the product [C:5]([O:8][C@H:9]1[C@H:14]([NH:15][C:16]([NH:4][O:3][CH3:2])=[S:17])[C@@H:13]([O:18][C:19](=[O:21])[CH3:20])[C@H:12]([O:22][C:23](=[O:25])[CH3:24])[C@@H:11]([CH2:26][O:27][C:28](=[O:30])[CH3:29])[O:10]1)(=[O:7])[CH3:6], predict the reactants needed to synthesize it. The reactants are: Cl.[CH3:2][O:3][NH2:4].[C:5]([O:8][C@H:9]1[C@H:14]([N:15]=[C:16]=[S:17])[C@@H:13]([O:18][C:19](=[O:21])[CH3:20])[C@H:12]([O:22][C:23](=[O:25])[CH3:24])[C@@H:11]([CH2:26][O:27][C:28](=[O:30])[CH3:29])[O:10]1)(=[O:7])[CH3:6].C(N(CC)CC)C. (2) The reactants are: [CH3:1][S:2][C:3]1[N:8]=[C:7](O)[CH:6]=[C:5]([C:10]2[CH:15]=[CH:14][CH:13]=[C:12]([C:16]([F:19])([F:18])[F:17])[CH:11]=2)[N:4]=1.P(Cl)(Cl)([Cl:22])=O. Given the product [Cl:22][C:7]1[CH:6]=[C:5]([C:10]2[CH:15]=[CH:14][CH:13]=[C:12]([C:16]([F:19])([F:18])[F:17])[CH:11]=2)[N:4]=[C:3]([S:2][CH3:1])[N:8]=1, predict the reactants needed to synthesize it. (3) Given the product [C:1]([O:5][C:6](=[O:29])[N:7]([CH2:18][C:19]1[CH:24]=[CH:23][C:22]([CH2:25][NH:26][C:31](=[O:32])[CH3:30])=[CH:21][C:20]=1[CH2:27][OH:28])[CH:8]1[C:17]2[N:16]=[CH:15][CH:14]=[CH:13][C:12]=2[CH2:11][CH2:10][CH2:9]1)([CH3:4])([CH3:2])[CH3:3], predict the reactants needed to synthesize it. The reactants are: [C:1]([O:5][C:6](=[O:29])[N:7]([CH2:18][C:19]1[CH:24]=[CH:23][C:22]([CH2:25][NH2:26])=[CH:21][C:20]=1[CH2:27][OH:28])[CH:8]1[C:17]2[N:16]=[CH:15][CH:14]=[CH:13][C:12]=2[CH2:11][CH2:10][CH2:9]1)([CH3:4])([CH3:3])[CH3:2].[CH3:30][C:31](OC(C)=O)=[O:32].CCN(CC)CC.N#N. (4) Given the product [Cl:1][C:2]1[CH:3]=[CH:4][C:5]([C@:8]([NH:16][C:38](=[O:43])[O:39][CH2:40][CH:41]=[CH2:42])([C:17]2[CH:22]=[C:21]([C:23]([F:26])([F:24])[F:25])[CH:20]=[C:19]([F:27])[CH:18]=2)[CH2:9][C:10]2[CH:11]=[CH:12][CH:13]=[CH:14][CH:15]=2)=[N:6][CH:7]=1, predict the reactants needed to synthesize it. The reactants are: [Cl:1][C:2]1[CH:3]=[CH:4][C:5]([C@@:8]([C:17]2[CH:22]=[C:21]([C:23]([F:26])([F:25])[F:24])[CH:20]=[C:19]([F:27])[CH:18]=2)([NH2:16])[CH2:9][C:10]2[CH:15]=[CH:14][CH:13]=[CH:12][CH:11]=2)=[N:6][CH:7]=1.ClCCCl.C(=O)([O-])[O-].[K+].[K+].[C:38](Cl)(=[O:43])[O:39][CH2:40][CH:41]=[CH2:42]. (5) Given the product [OH:82][C:79]1[CH:80]=[CH:81][C:76]([C@@H:72]([NH:71][C:69](=[O:70])[O:68][C:65]([CH3:66])([CH3:64])[CH3:67])[C:73](=[O:74])[NH:1][C:2]2[CH:3]=[C:4]3[C:20](=[O:21])[NH:19][N:18]=[CH:17][C:6]4=[C:7]([C:11]5[CH:12]=[CH:13][CH:14]=[CH:15][CH:16]=5)[NH:8][C:9]([CH:10]=2)=[C:5]34)=[CH:77][CH:78]=1, predict the reactants needed to synthesize it. The reactants are: [NH2:1][C:2]1[CH:3]=[C:4]2[C:20](=[O:21])[NH:19][N:18]=[CH:17][C:6]3=[C:7]([C:11]4[CH:16]=[CH:15][CH:14]=[CH:13][CH:12]=4)[NH:8][C:9]([CH:10]=1)=[C:5]23.OC1C=CC(CC(O)=O)=CC=1.C(N(CC)CC)C.F[P-](F)(F)(F)(F)F.N1(OC(N(C)C)=[N+](C)C)C2N=CC=CC=2N=N1.[CH3:64][C:65]([O:68][C:69]([NH:71][C@H:72]([C:76]1[CH:81]=[CH:80][C:79]([OH:82])=[CH:78][CH:77]=1)[C:73](O)=[O:74])=[O:70])([CH3:67])[CH3:66]. (6) Given the product [Cl:33][C:34]1[N:39]=[CH:38][C:37]2[N:41]([CH3:10])[C:6](=[O:8])[C@H:2]3[CH2:3][CH2:4][CH2:5][N:1]3[C:36]=2[N:35]=1, predict the reactants needed to synthesize it. The reactants are: [NH:1]1[CH2:5][CH2:4][CH2:3][C@@H:2]1[C:6]([OH:8])=O.N[C@H:10](CC)C(O)=O.N[C@H](CC)C(OC)=O.COC(C1CCCN1)=O.[Cl:33][C:34]1[N:39]=[C:38](Cl)[C:37]([N+:41]([O-])=O)=[CH:36][N:35]=1. (7) Given the product [C:20]([CH:14]([NH:13][CH:3]=[O:4])[C:15]([O:17][CH2:18][CH3:19])=[O:16])#[N:21], predict the reactants needed to synthesize it. The reactants are: N#N.[CH:3](O)=[O:4].CC(OC(C)=O)=O.[NH2:13][CH:14]([C:20]#[N:21])[C:15]([O:17][CH2:18][CH3:19])=[O:16]. (8) Given the product [CH:1]([O:4][C:5]1[C:12]([CH3:13])=[CH:11][C:8]([CH:9]=[N:16][OH:17])=[CH:7][C:6]=1[CH3:14])([CH3:3])[CH3:2], predict the reactants needed to synthesize it. The reactants are: [CH:1]([O:4][C:5]1[C:12]([CH3:13])=[CH:11][C:8]([CH:9]=O)=[CH:7][C:6]=1[CH3:14])([CH3:3])[CH3:2].Cl.[NH2:16][OH:17].C([O-])([O-])=O.[Na+].[Na+]. (9) Given the product [OH:14][CH:13]([C:12]1[CH:15]=[CH:16][CH:17]=[CH:18][C:11]=1[C:10]([F:9])([F:19])[F:20])[CH:7]1[O:6][C:5](=[O:8])[CH:4]=[C:3]1[O:2][CH3:1], predict the reactants needed to synthesize it. The reactants are: [CH3:1][O:2][C:3]1[CH2:7][O:6][C:5](=[O:8])[CH:4]=1.[F:9][C:10]([F:20])([F:19])[C:11]1[CH:18]=[CH:17][CH:16]=[CH:15][C:12]=1[CH:13]=[O:14].O.[OH-].[Li+].O. (10) Given the product [C:8]([C:7]1[C:2]([N:13]2[CH2:12][CH2:11][N:10]([C:16]([O:18][C:19]([CH3:22])([CH3:21])[CH3:20])=[O:17])[CH2:15][CH2:14]2)=[N:3][CH:4]=[CH:5][CH:6]=1)#[N:9], predict the reactants needed to synthesize it. The reactants are: Cl[C:2]1[C:7]([C:8]#[N:9])=[CH:6][CH:5]=[CH:4][N:3]=1.[N:10]1([C:16]([O:18][C:19]([CH3:22])([CH3:21])[CH3:20])=[O:17])[CH2:15][CH2:14][NH:13][CH2:12][CH2:11]1.C(N(CC)CC)C.